From a dataset of Reaction yield outcomes from USPTO patents with 853,638 reactions. Predict the reaction yield, written as a fraction of the theoretical maximum amount of product (1.0 means a 100% yield; for example, 0.34 means a 34% yield). (1) The reactants are [CH3:1][N:2]([CH3:6])[CH2:3][CH2:4][OH:5].[H-].[Na+].[CH2:18]1O[CH2:22][CH2:21][O:20][CH2:19][CH2:18]OCCO[CH2:22][CH2:21][O:20][CH2:19]1.CC1[CH:30]=[C:29]([NH:31][C:32]2[C:41]3[C:36](=[CH:37][CH:38]=[CH:39][C:40]=3F)[N:35]=[CH:34][N:33]=2)[CH:28]=[CH:27][C:26]=1O. The catalyst is CC(N(C)C)=O. The product is [CH3:1][N:2]([CH3:6])[CH2:3][CH2:4][O:5][C:40]1[CH:39]=[CH:38][CH:37]=[C:36]2[C:41]=1[C:32]([NH:31][C:29]1[CH:30]=[CH:22][C:21]([O:20][CH2:19][C:18]3[CH:26]=[CH:27][CH:28]=[CH:29][N:31]=3)=[C:27]([CH3:26])[CH:28]=1)=[N:33][CH:34]=[N:35]2. The yield is 0.520. (2) The reactants are [C:1]([NH:4][C:5]1[CH:6]=[C:7]2[C:11](=[CH:12][CH:13]=1)[N:10]([C:14]([O:16][C:17]([CH3:20])([CH3:19])[CH3:18])=[O:15])[C:9]([C:21]([O:23][CH2:24][CH3:25])=[O:22])=[CH:8]2)(=[O:3])[CH3:2].[H-].[Na+].[CH3:28]I. The catalyst is CN(C=O)C. The product is [C:1]([N:4]([C:5]1[CH:6]=[C:7]2[C:11](=[CH:12][CH:13]=1)[N:10]([C:14]([O:16][C:17]([CH3:18])([CH3:19])[CH3:20])=[O:15])[C:9]([C:21]([O:23][CH2:24][CH3:25])=[O:22])=[CH:8]2)[CH3:28])(=[O:3])[CH3:2]. The yield is 0.880. (3) The reactants are [C:1]([C:5]1[CH:6]=[C:7]([CH:9]=[CH:10][CH:11]=1)[NH2:8])([CH3:4])([CH3:3])[CH3:2].[CH:12](=O)[CH2:13][CH2:14][CH3:15]. No catalyst specified. The product is [C:1]([C:5]1[CH:6]=[C:7]([CH:9]=[CH:10][CH:11]=1)[NH:8][CH2:12][CH2:13][CH2:14][CH3:15])([CH3:4])([CH3:2])[CH3:3]. The yield is 0.800. (4) The reactants are [Br:1][C:2]1[CH:10]=[CH:9][C:8]([C:11]#[N:12])=[C:7]2[C:3]=1[CH:4]=[CH:5][NH:6]2.CS(C)=[O:15].OO.[OH-].[Na+]. The catalyst is CCO.O. The product is [Br:1][C:2]1[CH:10]=[CH:9][C:8]([C:11]([NH2:12])=[O:15])=[C:7]2[C:3]=1[CH:4]=[CH:5][NH:6]2. The yield is 0.880.